This data is from CYP3A4 substrate classification data from Carbon-Mangels et al.. The task is: Regression/Classification. Given a drug SMILES string, predict its absorption, distribution, metabolism, or excretion properties. Task type varies by dataset: regression for continuous measurements (e.g., permeability, clearance, half-life) or binary classification for categorical outcomes (e.g., BBB penetration, CYP inhibition). Dataset: cyp3a4_substrate_carbonmangels. The drug is CN1CCN(C2=Nc3cc(F)ccc3Cc3ccccc32)CC1. The result is 0 (non-substrate).